From a dataset of Full USPTO retrosynthesis dataset with 1.9M reactions from patents (1976-2016). Predict the reactants needed to synthesize the given product. (1) The reactants are: [C:1]([O:5][C:6]([N:8]1[CH2:12][C@H:11]([OH:13])[CH2:10][C@H:9]1[C:14]([O:16][CH3:17])=[O:15])=[O:7])([CH3:4])([CH3:3])[CH3:2].CC(C)=O.O.S(=O)(=O)(O)O. Given the product [O:13]=[C:11]1[CH2:12][N:8]([C:6]([O:5][C:1]([CH3:2])([CH3:3])[CH3:4])=[O:7])[C@H:9]([C:14]([O:16][CH3:17])=[O:15])[CH2:10]1, predict the reactants needed to synthesize it. (2) The reactants are: [CH2:1]([O:8][C:9]([N:11]1[C@H:15]([C:16](O)=[O:17])[CH2:14][S:13][C@H:12]1[C:19]1[CH:20]=[N:21][CH:22]=[CH:23][CH:24]=1)=[O:10])[C:2]1[CH:7]=[CH:6][CH:5]=[CH:4][CH:3]=1.CCN(C(C)C)C(C)C.CN(C(ON1N=NC2C=CC=NC1=2)=[N+](C)C)C.F[P-](F)(F)(F)(F)F.[NH2:58][C:59]1[S:60][CH:61]=[C:62]([C:64]2[CH:75]=[CH:74][C:67]([C:68]([NH:70][CH:71]3[CH2:73][CH2:72]3)=[O:69])=[CH:66][CH:65]=2)[N:63]=1. Given the product [CH2:1]([O:8][C:9]([N:11]1[C@H:15]([C:16](=[O:17])[NH:58][C:59]2[S:60][CH:61]=[C:62]([C:64]3[CH:65]=[CH:66][C:67]([C:68](=[O:69])[NH:70][CH:71]4[CH2:73][CH2:72]4)=[CH:74][CH:75]=3)[N:63]=2)[CH2:14][S:13][C@H:12]1[C:19]1[CH:20]=[N:21][CH:22]=[CH:23][CH:24]=1)=[O:10])[C:2]1[CH:7]=[CH:6][CH:5]=[CH:4][CH:3]=1, predict the reactants needed to synthesize it. (3) Given the product [CH:1]1([N:4]([CH2:18][C:19]2[O:23][CH:22]=[C:21]([C:24]([N:60]([CH2:61][C:62]3[CH:63]=[CH:64][C:65]([CH2:66][N:67]4[CH2:70][CH:69]([OH:71])[CH2:68]4)=[CH:72][CH:73]=3)[CH3:59])=[O:25])[CH:20]=2)[S:5]([C:8]2[C:13]([CH3:14])=[CH:12][C:11]([O:15][CH3:16])=[CH:10][C:9]=2[CH3:17])(=[O:7])=[O:6])[CH2:2][CH2:3]1, predict the reactants needed to synthesize it. The reactants are: [CH:1]1([N:4]([CH2:18][C:19]2[O:23][CH:22]=[C:21]([C:24](O)=[O:25])[CH:20]=2)[S:5]([C:8]2[C:13]([CH3:14])=[CH:12][C:11]([O:15][CH3:16])=[CH:10][C:9]=2[CH3:17])(=[O:7])=[O:6])[CH2:3][CH2:2]1.CCN=C=NCCCN(C)C.C1C=CC2N(O)N=NC=2C=1.CCN(C(C)C)C(C)C.Cl.Cl.[CH3:59][NH:60][CH2:61][C:62]1[CH:73]=[CH:72][C:65]([CH2:66][N:67]2[CH2:70][CH:69]([OH:71])[CH2:68]2)=[CH:64][CH:63]=1. (4) Given the product [C:28]1([NH:27][C:3]([C:5]2[N:6]=[CH:7][C:8]([N:11]3[CH2:16][CH2:15][N:14]([C:17]4[N:18]=[N:19][C:20]([NH:27][C:28]5[CH:33]=[CH:32][CH:31]=[CH:30][CH:29]=5)=[C:21]([CH3:24])[C:22]=4[CH3:23])[CH2:13][C@H:12]3[CH3:26])=[N:9][CH:10]=2)=[O:4])[CH:33]=[CH:32][CH:31]=[CH:30][CH:29]=1, predict the reactants needed to synthesize it. The reactants are: CO[C:3]([C:5]1[N:6]=[CH:7][C:8]([N:11]2[CH2:16][CH2:15][N:14]([C:17]3[N:18]=[N:19][C:20](Cl)=[C:21]([CH3:24])[C:22]=3[CH3:23])[CH2:13][C@H:12]2[CH3:26])=[N:9][CH:10]=1)=[O:4].[NH2:27][C:28]1[CH:33]=[CH:32][CH:31]=[CH:30][CH:29]=1. (5) The reactants are: [CH:1]1[CH2:5][CH:4]=[CH:3][CH:2]=1.[CH2:6]1[CH:10]2[CH:11]3[CH:15]=[CH:14][CH:13]([CH:9]2[CH:8]=[CH:7]1)[CH2:12]3. Given the product [CH2:7]1[CH2:6][C@H:10]2[C@H:9]([C@H:13]3[CH2:12][C@@H:11]2[CH2:15][CH2:14]3)[CH2:8]1.[CH2:2]1[CH:1]2[CH:8]3[CH:7]=[CH:6][CH:10]([CH:5]2[CH:4]=[CH:3]1)[CH2:9]3, predict the reactants needed to synthesize it. (6) Given the product [Cl:8][C:9]1[CH:23]=[C:22]([Cl:24])[C:21]([O:25][CH2:26][C:27]2[CH:32]=[CH:31][C:30]([O:33][CH3:34])=[CH:29][CH:28]=2)=[CH:20][C:10]=1[O:11][C:12]1[N:16]([CH3:17])[N:15]=[CH:14][C:13]=1[CH:18]=[CH2:1], predict the reactants needed to synthesize it. The reactants are: [CH3:1][Si](C[Mg]Cl)(C)C.[Cl:8][C:9]1[CH:23]=[C:22]([Cl:24])[C:21]([O:25][CH2:26][C:27]2[CH:32]=[CH:31][C:30]([O:33][CH3:34])=[CH:29][CH:28]=2)=[CH:20][C:10]=1[O:11][C:12]1[N:16]([CH3:17])[N:15]=[CH:14][C:13]=1[CH:18]=O.S(=O)(=O)(O)O.O.